Predict the reaction yield, written as a fraction of the theoretical maximum amount of product (1.0 means a 100% yield; for example, 0.34 means a 34% yield). From a dataset of Reaction yield outcomes from USPTO patents with 853,638 reactions. (1) The reactants are Cl[C:2]1[CH:7]=[CH:6][N:5]=[C:4]([O:8]C)[C:3]=1[C:10]1[NH:29][C:13]2=[CH:14][C:15]3[C:16](=[O:28])[N:17]([C:22]4[CH:23]=[N:24][CH:25]=[CH:26][CH:27]=4)[C:18](=[O:21])[C:19]=3[CH:20]=[C:12]2[N:11]=1.Cl.[F:31][C:32]1[C:37]([F:38])=[CH:36][C:35]([F:39])=[C:34]([F:40])[C:33]=1[CH2:41][C@@H:42]([NH2:44])[CH3:43].C(N(CC)C(C)C)(C)C. The catalyst is O1CCOCC1.C(O)CCC. The product is [O:8]=[C:4]1[C:3]([C:10]2[NH:11][C:12]3=[CH:20][C:19]4[C:18](=[O:21])[N:17]([C:22]5[CH:23]=[N:24][CH:25]=[CH:26][CH:27]=5)[C:16](=[O:28])[C:15]=4[CH:14]=[C:13]3[N:29]=2)=[C:2]([NH:44][C@@H:42]([CH3:43])[CH2:41][C:33]2[C:34]([F:40])=[C:35]([F:39])[CH:36]=[C:37]([F:38])[C:32]=2[F:31])[CH:7]=[CH:6][NH:5]1. The yield is 0.783. (2) The reactants are [CH2:1]([C:4]1[NH:5][C:6]2[C:11]([CH:12]=1)=[C:10]([C:13]([F:16])([F:15])[F:14])[C:9]([C:17]#[N:18])=[CH:8][CH:7]=2)[CH2:2][CH3:3].C([O-])([O-])=O.[Cs+].[Cs+].Br[CH2:26][C:27]#[N:28]. The catalyst is C(#N)C. The product is [C:27]([CH2:26][N:5]1[C:6]2[C:11](=[C:10]([C:13]([F:15])([F:16])[F:14])[C:9]([C:17]#[N:18])=[CH:8][CH:7]=2)[CH:12]=[C:4]1[CH2:1][CH2:2][CH3:3])#[N:28]. The yield is 0.920. (3) The reactants are [CH2:1]([O:4][C:5]1[N:10]=[C:9](Cl)[C:8]([F:12])=[CH:7][N:6]=1)[CH:2]=[CH2:3].C(N(CC)CC)C.O.[NH2:21][NH2:22].[CH3:23][C:24]1[CH:25]=[C:26]([CH:30]=[CH:31][CH:32]=1)[C:27](Cl)=[O:28]. The catalyst is C(O)C. The product is [CH2:1]([O:4][C:5]1[N:10]=[C:9]([N:21]([C:27](=[O:28])[C:26]2[CH:30]=[CH:31][CH:32]=[C:24]([CH3:23])[CH:25]=2)[NH2:22])[C:8]([F:12])=[CH:7][N:6]=1)[CH:2]=[CH2:3]. The yield is 0.470. (4) The reactants are [CH:1]1([C:5]2[C:13](I)=[CH:12][C:8]([C:9]([OH:11])=[O:10])=[C:7]([CH3:15])[CH:6]=2)[CH2:4][CH2:3][CH2:2]1.[Li]CCCC.[C:21](=O)([O:24]C)[O:22][CH3:23]. The catalyst is C1COCC1. The product is [CH:1]1([C:5]2[C:13]([C:21]([O:22][CH3:23])=[O:24])=[CH:12][C:8]([C:9]([OH:11])=[O:10])=[C:7]([CH3:15])[CH:6]=2)[CH2:4][CH2:3][CH2:2]1. The yield is 0.550. (5) The reactants are [N:1]1[CH:6]=[CH:5][CH:4]=[CH:3][C:2]=1[N:7]1[CH2:12][CH2:11][NH:10][CH2:9][CH2:8]1.[F:13][C:14]([F:28])([F:27])[O:15][C:16]1[CH:21]=[CH:20][C:19]([NH:22][C:23](=[O:26])[CH2:24]Cl)=[CH:18][CH:17]=1.C(=O)([O-])[O-].[Na+].[Na+]. The catalyst is CN(C)C=O.O. The product is [N:1]1[CH:6]=[CH:5][CH:4]=[CH:3][C:2]=1[N:7]1[CH2:8][CH2:9][N:10]([CH2:24][C:23]([NH:22][C:19]2[CH:18]=[CH:17][C:16]([O:15][C:14]([F:13])([F:27])[F:28])=[CH:21][CH:20]=2)=[O:26])[CH2:11][CH2:12]1. The yield is 0.320. (6) The reactants are [CH3:1][C:2]1[C:6]([CH2:7][CH2:8][CH2:9][OH:10])=[CH:5][N:4]([C:11]2[CH:16]=[CH:15][C:14]([C:17]([F:20])([F:19])[F:18])=[CH:13][N:12]=2)[N:3]=1.[CH2:21]([O:23][C:24]1[CH:29]=[C:28](O)[CH:27]=[CH:26][C:25]=1[CH2:31][CH2:32][C:33]([O:35]C)=[O:34])[CH3:22].C(P(CCCC)CCCC)CCC.N(C(N1CCCCC1)=O)=NC(N1CCCCC1)=O. The catalyst is O1CCCC1. The product is [CH2:21]([O:23][C:24]1[CH:29]=[C:28]([O:10][CH2:9][CH2:8][CH2:7][C:6]2[C:2]([CH3:1])=[N:3][N:4]([C:11]3[CH:16]=[CH:15][C:14]([C:17]([F:19])([F:20])[F:18])=[CH:13][N:12]=3)[CH:5]=2)[CH:27]=[CH:26][C:25]=1[CH2:31][CH2:32][C:33]([OH:35])=[O:34])[CH3:22]. The yield is 0.730. (7) The yield is 0.360. The product is [CH3:24][O:25][C:26](=[O:41])[C:27]([NH:30][C:31]([C:33]1[C:38]([OH:39])=[CH:37][C:36]([O:40][S:17]([C:20]([F:21])([F:22])[F:23])(=[O:18])=[O:19])=[CH:35][N:34]=1)=[O:32])([CH3:29])[CH3:28]. The reactants are C(N(C(C)C)CC)(C)C.C1(N[S:17]([C:20]([F:23])([F:22])[F:21])(=[O:19])=[O:18])C=CC=CC=1.[CH3:24][O:25][C:26](=[O:41])[C:27]([NH:30][C:31]([C:33]1[C:38]([OH:39])=[CH:37][C:36]([OH:40])=[CH:35][N:34]=1)=[O:32])([CH3:29])[CH3:28]. The catalyst is CO. (8) The reactants are C(O[C:5](=[O:7])[CH3:6])(=O)C.[CH3:8][C:9]1[CH:14]=[CH:13][N:12]=[C:11]([NH:15][C:16]2[N:21]=[C:20]([C:22]3[S:26][C:25]([C@@H:27]([NH2:29])[CH3:28])=[N:24][CH:23]=3)[CH:19]=[CH:18][CH:17]=2)[CH:10]=1. The catalyst is N1C=CC=CC=1. The product is [CH3:8][C:9]1[CH:14]=[CH:13][N:12]=[C:11]([NH:15][C:16]2[N:21]=[C:20]([C:22]3[S:26][C:25]([C@@H:27]([NH:29][C:5](=[O:7])[CH3:6])[CH3:28])=[N:24][CH:23]=3)[CH:19]=[CH:18][CH:17]=2)[CH:10]=1. The yield is 0.760. (9) The reactants are Cl[C:2]1[C:7]([F:8])=[CH:6][CH:5]=[CH:4][N:3]=1.[CH2:9]([N:13]1[N:17]=[C:16]2[CH:18]=[CH:19][CH:20]=[CH:21][C:15]2=[N:14]1)[CH2:10][C:11]#[CH:12]. No catalyst specified. The product is [F:8][C:7]1[C:2]([C:12]#[C:11][CH2:10][CH2:9][N:13]2[N:14]=[C:15]3[CH:21]=[CH:20][CH:19]=[CH:18][C:16]3=[N:17]2)=[N:3][CH:4]=[CH:5][CH:6]=1. The yield is 0.270. (10) The reactants are [CH3:1][C:2]1([CH3:9])[O:6][CH:5]([CH2:7][OH:8])[CH2:4][O:3]1.[H-].[Na+].Cl[C:13]1[N:18]=[C:17]([NH2:19])[CH:16]=[N:15][CH:14]=1. The catalyst is O1CCOCC1. The product is [CH3:1][C:2]1([CH3:9])[O:6][CH:5]([CH2:7][O:8][C:13]2[N:18]=[C:17]([NH2:19])[CH:16]=[N:15][CH:14]=2)[CH2:4][O:3]1. The yield is 0.500.